The task is: Predict which catalyst facilitates the given reaction.. This data is from Catalyst prediction with 721,799 reactions and 888 catalyst types from USPTO. (1) Reactant: [F:1][C:2]1[CH:3]=[C:4]([CH:7]=[CH:8][C:9]=1[N:10]1[C:22]2[C:21]3[CH:20]=[C:19]([OH:23])[C:18]([O:24][CH3:25])=[CH:17][C:16]=3[N:15]=[CH:14][C:13]=2[N:12]([CH3:26])[C:11]1=[O:27])[C:5]#[N:6].C1C=CC(N([S:35]([C:38]([F:41])([F:40])[F:39])(=[O:37])=[O:36])[S:35]([C:38]([F:41])([F:40])[F:39])(=[O:37])=[O:36])=CC=1.CCN(C(C)C)C(C)C.O. Product: [C:5]([C:4]1[CH:7]=[CH:8][C:9]([N:10]2[C:22]3[C:21]4[CH:20]=[C:19]([O:23][S:35]([C:38]([F:41])([F:40])[F:39])(=[O:37])=[O:36])[C:18]([O:24][CH3:25])=[CH:17][C:16]=4[N:15]=[CH:14][C:13]=3[N:12]([CH3:26])[C:11]2=[O:27])=[C:2]([F:1])[CH:3]=1)#[N:6]. The catalyst class is: 9. (2) Reactant: Cl.[CH3:2][O:3][NH2:4].[NH2:5][C:6]1[C:14]([CH3:15])=[CH:13][C:12]([CH:16]=O)=[CH:11][C:7]=1[C:8]([OH:10])=[O:9]. Product: [NH2:5][C:6]1[C:14]([CH3:15])=[CH:13][C:12](/[CH:16]=[N:4]/[O:3][CH3:2])=[CH:11][C:7]=1[C:8]([OH:10])=[O:9]. The catalyst class is: 17.